This data is from Full USPTO retrosynthesis dataset with 1.9M reactions from patents (1976-2016). The task is: Predict the reactants needed to synthesize the given product. (1) Given the product [C:1]([O:7][CH2:8][N:9]1[C:13]2[N:14]=[N:15][CH:16]=[C:17]([C:18]3[CH:19]=[N:20][N:21]([CH:23]4[CH2:27][CH2:26][CH2:25][CH:24]4[C:28]#[N:31])[CH:22]=3)[C:12]=2[CH:11]=[CH:10]1)(=[O:6])[C:2]([CH3:3])([CH3:5])[CH3:4], predict the reactants needed to synthesize it. The reactants are: [C:1]([O:7][CH2:8][N:9]1[C:13]2[N:14]=[N:15][CH:16]=[C:17]([C:18]3[CH:19]=[N:20][N:21]([CH:23]4[CH2:27][CH2:26][CH2:25][CH:24]4[CH:28]=O)[CH:22]=3)[C:12]=2[CH:11]=[CH:10]1)(=[O:6])[C:2]([CH3:5])([CH3:4])[CH3:3].[OH-].[NH4+:31].II. (2) The reactants are: [C:1]1([C@H:7]([NH:9][CH2:10][C:11]#[N:12])[CH3:8])[CH:6]=[CH:5][CH:4]=[CH:3][CH:2]=1.I[CH2:14][C:15]([CH3:17])=[CH2:16].C([O-])([O-])=O.[K+].[K+]. Given the product [C:1]1([C@H:7]([N:9]([CH2:10][C:11]#[N:12])[CH2:16][C:15]([CH3:17])=[CH2:14])[CH3:8])[CH:6]=[CH:5][CH:4]=[CH:3][CH:2]=1, predict the reactants needed to synthesize it. (3) Given the product [CH2:1]([C:3]1[CH:4]=[C:5]([CH:31]=[CH:32][C:33]=1[CH2:34][CH3:35])[CH2:6][CH:7]([CH2:11][C:12]([N:13]1[CH2:14][CH2:15][CH:16]([N:19]2[CH2:28][C:27]3[C:22](=[CH:23][CH:24]=[CH:25][CH:26]=3)[NH:21][C:20]2=[O:29])[CH2:17][CH2:18]1)=[O:30])[C:8]([N:46]1[CH2:47][CH2:48][N:43]([CH:40]2[CH2:39][CH2:38][N:37]([CH3:36])[CH2:42][CH2:41]2)[CH2:44][CH2:45]1)=[O:9])[CH3:2], predict the reactants needed to synthesize it. The reactants are: [CH2:1]([C:3]1[CH:4]=[C:5]([CH:31]=[CH:32][C:33]=1[CH2:34][CH3:35])[CH2:6][CH:7]([CH2:11][C:12](=[O:30])[N:13]1[CH2:18][CH2:17][CH:16]([N:19]2[CH2:28][C:27]3[C:22](=[CH:23][CH:24]=[CH:25][CH:26]=3)[NH:21][C:20]2=[O:29])[CH2:15][CH2:14]1)[C:8](O)=[O:9])[CH3:2].[CH3:36][N:37]1[CH2:42][CH2:41][CH:40]([N:43]2[CH2:48][CH2:47][NH:46][CH2:45][CH2:44]2)[CH2:39][CH2:38]1. (4) Given the product [Br:1][C:2]1[CH:7]=[C:6]([S:11][CH3:10])[CH:5]=[C:4]([F:9])[CH:3]=1, predict the reactants needed to synthesize it. The reactants are: [Br:1][C:2]1[CH:7]=[C:6](F)[CH:5]=[C:4]([F:9])[CH:3]=1.[CH3:10][S-:11].[Na+].[Cl-].[NH4+].